From a dataset of CYP1A2 inhibition data for predicting drug metabolism from PubChem BioAssay. Regression/Classification. Given a drug SMILES string, predict its absorption, distribution, metabolism, or excretion properties. Task type varies by dataset: regression for continuous measurements (e.g., permeability, clearance, half-life) or binary classification for categorical outcomes (e.g., BBB penetration, CYP inhibition). Dataset: cyp1a2_veith. (1) The molecule is c1cc(NNc2cccc(-c3nn[nH]n3)c2)cc(-c2nn[nH]n2)c1. The result is 0 (non-inhibitor). (2) The drug is O=C(Oc1ccccc1)N1CCC2(CC1)CCN(c1ccccc1)CC2. The result is 0 (non-inhibitor). (3) The drug is CCN1C(=O)c2cccc3c(NC(=O)c4cccc(N5C(=O)CCC5=O)c4)ccc1c23. The result is 0 (non-inhibitor).